From a dataset of Full USPTO retrosynthesis dataset with 1.9M reactions from patents (1976-2016). Predict the reactants needed to synthesize the given product. (1) Given the product [Br:25][C:26]1[CH:27]=[C:28]([CH:29]([C:7]2[CH:12]=[CH:11][C:10]([C:13]#[C:14][Si:15]([CH:22]([CH3:24])[CH3:23])([CH:19]([CH3:21])[CH3:20])[CH:16]([CH3:18])[CH3:17])=[CH:9][CH:8]=2)[OH:30])[CH:31]=[CH:32][C:33]=1[O:34][CH3:35], predict the reactants needed to synthesize it. The reactants are: C([Li])CCC.Br[C:7]1[CH:12]=[CH:11][C:10]([C:13]#[C:14][Si:15]([CH:22]([CH3:24])[CH3:23])([CH:19]([CH3:21])[CH3:20])[CH:16]([CH3:18])[CH3:17])=[CH:9][CH:8]=1.[Br:25][C:26]1[CH:27]=[C:28]([CH:31]=[CH:32][C:33]=1[O:34][CH3:35])[CH:29]=[O:30].O. (2) Given the product [Cl:43][C:27]1[C:28]([NH:30][C:31]2[CH:36]=[CH:35][CH:34]=[CH:33][C:32]=2[S:37]([CH:40]([CH3:41])[CH3:42])(=[O:39])=[O:38])=[N:29][C:24]([NH:23][C:14]2[CH:13]=[C:12]3[C:17]([CH2:18][N:10]([C@@H:8]4[CH2:7][NH:6][C@H:5]([C:3]([NH2:47])=[O:2])[CH2:9]4)[C:11]3=[O:44])=[CH:16][C:15]=2[O:19][CH:20]([CH3:21])[CH3:22])=[N:25][CH:26]=1, predict the reactants needed to synthesize it. The reactants are: C[O:2][C:3]([C@@H:5]1[CH2:9][C@H:8]([N:10]2[CH2:18][C:17]3[C:12](=[CH:13][C:14]([NH:23][C:24]4[N:29]=[C:28]([NH:30][C:31]5[CH:36]=[CH:35][CH:34]=[CH:33][C:32]=5[S:37]([CH:40]([CH3:42])[CH3:41])(=[O:39])=[O:38])[C:27]([Cl:43])=[CH:26][N:25]=4)=[C:15]([O:19][CH:20]([CH3:22])[CH3:21])[CH:16]=3)[C:11]2=[O:44])[CH2:7][NH:6]1)=O.CO.[NH3:47]. (3) Given the product [CH3:1][O:2][C:3](=[O:14])[CH2:4][CH2:5][C:6]1[CH:11]=[CH:10][C:9]([O:12][CH2:19][CH2:18][CH2:17][CH:16]([OH:31])[CH3:15])=[CH:8][C:7]=1[CH3:13], predict the reactants needed to synthesize it. The reactants are: [CH3:1][O:2][C:3](=[O:14])[CH2:4][CH2:5][C:6]1[CH:11]=[CH:10][C:9]([OH:12])=[CH:8][C:7]=1[CH3:13].[CH3:15][CH:16]([O:31]C(=O)C)[CH2:17][CH2:18][CH2:19]OS(C1C=CC(C)=CC=1)(=O)=O.C([O-])([O-])=O.[Cs+].[Cs+].Cl.C([O-])([O-])=O.[K+].[K+]. (4) Given the product [F:16][C:17]1[CH:26]=[C:25]([C:27]2[C:32]([CH:33]3[CH2:38][CH2:37][N:36]([C:2]4[CH:11]=[CH:10][C:9]5[C:4](=[C:5]([F:12])[CH:6]=[CH:7][CH:8]=5)[N:3]=4)[CH2:35][CH2:34]3)=[N:31][CH:30]=[CH:29][N:28]=2)[CH:24]=[CH:23][C:18]=1[C:19]([NH:21][CH3:22])=[O:20], predict the reactants needed to synthesize it. The reactants are: Cl[C:2]1[CH:11]=[CH:10][C:9]2[C:4](=[C:5]([F:12])[CH:6]=[CH:7][CH:8]=2)[N:3]=1.Cl.Cl.Cl.[F:16][C:17]1[CH:26]=[C:25]([C:27]2[C:32]([CH:33]3[CH2:38][CH2:37][NH:36][CH2:35][CH2:34]3)=[N:31][CH:30]=[CH:29][N:28]=2)[CH:24]=[CH:23][C:18]=1[C:19]([NH:21][CH3:22])=[O:20]. (5) The reactants are: OC1C(OC)=C(OC)C(OC)=CC=1C(O)=O.COC1C=CC(OC)=C(OC)C=1OC.O=P12OP3(OP(OP(O3)(O1)=O)(=O)O2)=O.O[C:46]1[C:67]([O:68][CH3:69])=[C:66]([O:70][CH3:71])[C:65]([O:72][CH3:73])=[CH:64][C:47]=1[C:48]([C:50]1[CH:55]=[C:54]([O:56][CH3:57])[C:53]([O:58][CH3:59])=[C:52]([O:60][CH3:61])[C:51]=1[O:62]C)=[O:49]. Given the product [CH3:57][O:56][C:54]1[C:53]([O:58][CH3:59])=[C:52]([O:60][CH3:61])[C:51]2[O:62][C:64]3[C:47](=[CH:46][C:67]([O:68][CH3:69])=[C:66]([O:70][CH3:71])[C:65]=3[O:72][CH3:73])[C:48](=[O:49])[C:50]=2[CH:55]=1, predict the reactants needed to synthesize it.